Dataset: Reaction yield outcomes from USPTO patents with 853,638 reactions. Task: Predict the reaction yield, written as a fraction of the theoretical maximum amount of product (1.0 means a 100% yield; for example, 0.34 means a 34% yield). (1) The reactants are [Cl-].O[NH3+:3].[C:4](=[O:7])([O-])[OH:5].[Na+].CS(C)=O.[F:13][C:14]1[CH:15]=[C:16]([C:40]2[C:41]([C:46]#[N:47])=[CH:42][CH:43]=[CH:44][CH:45]=2)[CH:17]=[CH:18][C:19]=1[CH2:20][C:21]1[C:22](=[O:39])[N:23]([C:33]2[CH:38]=[CH:37][CH:36]=[CH:35][CH:34]=2)[C:24]2[N:25]([N:30]=[CH:31][N:32]=2)[C:26]=1[CH2:27][CH2:28][CH3:29]. The catalyst is C(OCC)(=O)C. The product is [F:13][C:14]1[CH:15]=[C:16]([C:40]2[CH:45]=[CH:44][CH:43]=[CH:42][C:41]=2[C:46]2[NH:3][C:4](=[O:7])[O:5][N:47]=2)[CH:17]=[CH:18][C:19]=1[CH2:20][C:21]1[C:22](=[O:39])[N:23]([C:33]2[CH:38]=[CH:37][CH:36]=[CH:35][CH:34]=2)[C:24]2[N:25]([N:30]=[CH:31][N:32]=2)[C:26]=1[CH2:27][CH2:28][CH3:29]. The yield is 0.480. (2) No catalyst specified. The product is [F:19][C:20]1[CH:25]=[CH:24][C:23]([S:26]([N:4]2[CH2:5][CH2:6][N:1]([C:7]3[CH:16]=[CH:15][CH:14]=[C:13]4[C:8]=3[C:9]([NH2:18])=[N:10][C:11]([NH2:17])=[N:12]4)[CH2:2][CH2:3]2)(=[O:28])=[O:27])=[CH:22][CH:21]=1. The reactants are [N:1]1([C:7]2[CH:16]=[CH:15][CH:14]=[C:13]3[C:8]=2[C:9]([NH2:18])=[N:10][C:11]([NH2:17])=[N:12]3)[CH2:6][CH2:5][NH:4][CH2:3][CH2:2]1.[F:19][C:20]1[CH:25]=[CH:24][C:23]([S:26](Cl)(=[O:28])=[O:27])=[CH:22][CH:21]=1. The yield is 0.410.